Dataset: Reaction yield outcomes from USPTO patents with 853,638 reactions. Task: Predict the reaction yield, written as a fraction of the theoretical maximum amount of product (1.0 means a 100% yield; for example, 0.34 means a 34% yield). (1) The reactants are [F:1][C:2]1[CH:7]=[C:6]([F:8])[CH:5]=[CH:4][C:3]=1[NH2:9].CN(C)C=O.[CH2:15](Br)[C:16]1[CH:21]=[CH:20][CH:19]=[CH:18][CH:17]=1. The catalyst is O. The product is [CH2:15]([N:9]([CH2:15][C:16]1[CH:21]=[CH:20][CH:19]=[CH:18][CH:17]=1)[C:3]1[CH:4]=[CH:5][C:6]([F:8])=[CH:7][C:2]=1[F:1])[C:16]1[CH:21]=[CH:20][CH:19]=[CH:18][CH:17]=1. The yield is 0.900. (2) The reactants are [BH4-].C([Na])#N.[N:5]1[CH:10]=[CH:9][CH:8]=[C:7]([C:11]2[C:12]3[CH:19]=[CH:18][C:17]([NH2:20])=[CH:16][C:13]=3[S:14][CH:15]=2)[CH:6]=1.[CH3:21][C:22]([CH3:24])=O.Cl.[OH-].[Na+]. The catalyst is CO.C(O)(=O)C. The product is [CH:22]([NH:20][C:17]1[CH:18]=[CH:19][C:12]2[C:11]([C:7]3[CH:6]=[N:5][CH:10]=[CH:9][CH:8]=3)=[CH:15][S:14][C:13]=2[CH:16]=1)([CH3:24])[CH3:21]. The yield is 0.730. (3) The reactants are CCCCCC.C([Li])CCC.Br[C:13]1[C:22]2[C:17](=[CH:18][CH:19]=[CH:20][CH:21]=2)[CH:16]=[C:15]([CH2:23][C:24]2[S:28][C:27]3[CH:29]=[CH:30][CH:31]=[CH:32][C:26]=3[CH:25]=2)[CH:14]=1.[CH2:33]([O:40][CH:41]1[CH:46]([O:47][CH2:48][C:49]2[CH:54]=[CH:53][CH:52]=[CH:51][CH:50]=2)[CH:45]([O:55][CH2:56][C:57]2[CH:62]=[CH:61][CH:60]=[CH:59][CH:58]=2)[CH:44]([CH2:63][O:64][CH2:65][C:66]2[CH:71]=[CH:70][CH:69]=[CH:68][CH:67]=2)[O:43][C:42]1=[O:72])[C:34]1[CH:39]=[CH:38][CH:37]=[CH:36][CH:35]=1.[Cl-].[NH4+]. The catalyst is C1COCC1. The product is [S:28]1[C:24]([CH2:23][C:15]2[CH:14]=[C:13]([C:42]3([OH:72])[C@H:41]([O:40][CH2:33][C:34]4[CH:35]=[CH:36][CH:37]=[CH:38][CH:39]=4)[C@@H:46]([O:47][CH2:48][C:49]4[CH:54]=[CH:53][CH:52]=[CH:51][CH:50]=4)[C@@H:45]([O:55][CH2:56][C:57]4[CH:58]=[CH:59][CH:60]=[CH:61][CH:62]=4)[C@@H:44]([CH2:63][O:64][CH2:65][C:66]4[CH:67]=[CH:68][CH:69]=[CH:70][CH:71]=4)[O:43]3)[C:22]3[C:17]([CH:16]=2)=[CH:18][CH:19]=[CH:20][CH:21]=3)=[CH:25][C:26]2[CH:32]=[CH:31][CH:30]=[CH:29][C:27]1=2. The yield is 0.750. (4) The reactants are [CH2:1]([O:8][C:9]1[CH:20]=[CH:19][C:12]([CH2:13][NH:14][CH2:15][CH2:16][CH2:17][CH3:18])=[CH:11][CH:10]=1)[C:2]1[CH:7]=[CH:6][CH:5]=[CH:4][CH:3]=1.[CH2:21]([O:23][C@H:24]([C:37]([O:39][CH2:40][CH3:41])=[O:38])[CH2:25][C:26]1[CH:36]=[CH:35][C:29]([O:30][CH2:31][C:32](O)=[O:33])=[CH:28][CH:27]=1)[CH3:22].C(N(CC)C(C)C)(C)C.F[B-](F)(F)F.N1(OC(N(C)C)=[N+](C)C)C2C=CC=CC=2N=N1. The catalyst is C(Cl)Cl. The product is [CH2:1]([O:8][C:9]1[CH:10]=[CH:11][C:12]([CH2:13][N:14]([CH2:15][CH2:16][CH2:17][CH3:18])[C:32](=[O:33])[CH2:31][O:30][C:29]2[CH:28]=[CH:27][C:26]([CH2:25][C@H:24]([O:23][CH2:21][CH3:22])[C:37]([O:39][CH2:40][CH3:41])=[O:38])=[CH:36][CH:35]=2)=[CH:19][CH:20]=1)[C:2]1[CH:3]=[CH:4][CH:5]=[CH:6][CH:7]=1. The yield is 0.330. (5) The reactants are [CH3:1][C:2]1[C:6]2[CH:7]=[C:8]([C:11]3([C:14]([O:16]C)=[O:15])[CH2:13][CH2:12]3)[CH:9]=[CH:10][C:5]=2[O:4][N:3]=1.O[Li].O. The catalyst is CO.O. The product is [CH3:1][C:2]1[C:6]2[CH:7]=[C:8]([C:11]3([C:14]([OH:16])=[O:15])[CH2:12][CH2:13]3)[CH:9]=[CH:10][C:5]=2[O:4][N:3]=1. The yield is 0.320. (6) The reactants are [CH2:1]([NH:8]CCC1C2C(=CC=C(F)C=2OC)N(C)C=1)C1C=CC=CC=1.[F:24][C:25]1[CH:26]=[C:27]([CH2:40][CH2:41][C:42]2[CH:47]=[CH:46][CH:45]=[CH:44][CH:43]=2)[C:28]([O:38][CH3:39])=[C:29]2[C:33]=1[N:32]([CH3:34])[CH:31]=[C:30]2[CH2:35][CH2:36]O. No catalyst specified. The product is [F:24][C:25]1[CH:26]=[C:27]([CH2:40][CH2:41][C:42]2[CH:47]=[CH:46][CH:45]=[CH:44][CH:43]=2)[C:28]([O:38][CH3:39])=[C:29]2[C:33]=1[N:32]([CH3:34])[CH:31]=[C:30]2[CH2:35][CH2:36][NH:8][CH3:1]. The yield is 0.620. (7) The reactants are [CH3:1][C:2]1[C:6]2[CH:7]=[C:8]([C:11](=O)[CH2:12][C:13]([O:15]CC)=O)[CH:9]=[CH:10][C:5]=2[O:4][CH:3]=1.CC1C=CC(S(O)(=O)=O)=CC=1.[N:30]1[CH:35]=[CH:34][CH:33]=[CH:32][C:31]=1[C:36]1[C:37]([NH2:42])=[N:38][NH:39][C:40]=1[NH2:41]. The catalyst is CCCCO. The product is [NH2:42][C:37]1[C:36]([C:31]2[CH:32]=[CH:33][CH:34]=[CH:35][N:30]=2)=[C:40]2[NH:41][C:11]([C:8]3[CH:9]=[CH:10][C:5]4[O:4][CH:3]=[C:2]([CH3:1])[C:6]=4[CH:7]=3)=[CH:12][C:13](=[O:15])[N:39]2[N:38]=1. The yield is 0.270. (8) The reactants are [C:1]1([CH3:13])[CH:6]=[CH:5][C:4]([S:7]([N:10]=[C:11]=[O:12])(=[O:9])=[O:8])=[CH:3][CH:2]=1.[CH3:14][C:15]1[CH:16]=[C:17]([CH:19]=[C:20]([CH3:29])[C:21]=1[S:22]([CH2:25][N+:26]([O-:28])=[O:27])(=[O:24])=[O:23])[NH2:18]. The catalyst is C(Cl)Cl. The product is [CH3:29][C:20]1[CH:19]=[C:17]([NH:18][C:11]([NH:10][S:7]([C:4]2[CH:3]=[CH:2][C:1]([CH3:13])=[CH:6][CH:5]=2)(=[O:8])=[O:9])=[O:12])[CH:16]=[C:15]([CH3:14])[C:21]=1[S:22]([CH2:25][N+:26]([O-:28])=[O:27])(=[O:24])=[O:23]. The yield is 0.570. (9) The reactants are [CH3:1][O:2][C:3]1[CH:12]=[C:11]([NH:13][CH2:14][C:15]2[CH:20]=[CH:19][C:18]([O:21][CH3:22])=[CH:17][CH:16]=2)[C:10]([N+:23]([O-])=O)=[CH:9][C:4]=1[C:5]([O:7][CH3:8])=[O:6]. The catalyst is CO.[Pd]. The product is [NH2:23][C:10]1[C:11]([NH:13][CH2:14][C:15]2[CH:16]=[CH:17][C:18]([O:21][CH3:22])=[CH:19][CH:20]=2)=[CH:12][C:3]([O:2][CH3:1])=[C:4]([CH:9]=1)[C:5]([O:7][CH3:8])=[O:6]. The yield is 0.750.